From a dataset of NCI-60 drug combinations with 297,098 pairs across 59 cell lines. Regression. Given two drug SMILES strings and cell line genomic features, predict the synergy score measuring deviation from expected non-interaction effect. (1) Drug 1: C1=NC2=C(N1)C(=S)N=C(N2)N. Drug 2: CC1=C(N=C(N=C1N)C(CC(=O)N)NCC(C(=O)N)N)C(=O)NC(C(C2=CN=CN2)OC3C(C(C(C(O3)CO)O)O)OC4C(C(C(C(O4)CO)O)OC(=O)N)O)C(=O)NC(C)C(C(C)C(=O)NC(C(C)O)C(=O)NCCC5=NC(=CS5)C6=NC(=CS6)C(=O)NCCC[S+](C)C)O. Cell line: MALME-3M. Synergy scores: CSS=20.1, Synergy_ZIP=-8.70, Synergy_Bliss=-0.615, Synergy_Loewe=-3.86, Synergy_HSA=-1.88. (2) Drug 1: CC1=C(C=C(C=C1)NC(=O)C2=CC=C(C=C2)CN3CCN(CC3)C)NC4=NC=CC(=N4)C5=CN=CC=C5. Drug 2: COC1=C2C(=CC3=C1OC=C3)C=CC(=O)O2. Cell line: M14. Synergy scores: CSS=-18.7, Synergy_ZIP=26.5, Synergy_Bliss=11.5, Synergy_Loewe=1.55, Synergy_HSA=-5.89. (3) Drug 1: CC1CCC2CC(C(=CC=CC=CC(CC(C(=O)C(C(C(=CC(C(=O)CC(OC(=O)C3CCCCN3C(=O)C(=O)C1(O2)O)C(C)CC4CCC(C(C4)OC)OCCO)C)C)O)OC)C)C)C)OC. Drug 2: CCC1(C2=C(COC1=O)C(=O)N3CC4=CC5=C(C=CC(=C5CN(C)C)O)N=C4C3=C2)O.Cl. Cell line: MDA-MB-435. Synergy scores: CSS=8.95, Synergy_ZIP=-1.30, Synergy_Bliss=4.74, Synergy_Loewe=-2.59, Synergy_HSA=2.53. (4) Drug 1: CC1=C2C(C(=O)C3(C(CC4C(C3C(C(C2(C)C)(CC1OC(=O)C(C(C5=CC=CC=C5)NC(=O)OC(C)(C)C)O)O)OC(=O)C6=CC=CC=C6)(CO4)OC(=O)C)O)C)O. Drug 2: CC1=C(C(=O)C2=C(C1=O)N3CC4C(C3(C2COC(=O)N)OC)N4)N. Cell line: SNB-75. Synergy scores: CSS=20.3, Synergy_ZIP=-8.10, Synergy_Bliss=2.50, Synergy_Loewe=-0.713, Synergy_HSA=0.661. (5) Drug 1: C1CCC(C(C1)N)N.C(=O)(C(=O)[O-])[O-].[Pt+4]. Drug 2: C1C(C(OC1N2C=NC3=C2NC=NCC3O)CO)O. Cell line: OVCAR-5. Synergy scores: CSS=29.3, Synergy_ZIP=-2.71, Synergy_Bliss=-1.07, Synergy_Loewe=-3.60, Synergy_HSA=-0.370.